This data is from Forward reaction prediction with 1.9M reactions from USPTO patents (1976-2016). The task is: Predict the product of the given reaction. (1) Given the reactants [CH3:1][C:2]1[C:6]([CH2:7][N:8]2[CH:12]=[C:11]([N:13]3[C:17](=[O:18])[C:16]([CH3:20])([CH3:19])[NH:15][C:14]3=[O:21])[CH:10]=[N:9]2)=[C:5]([CH3:22])[O:4][N:3]=1.Cl[CH2:24][C:25]1[CH:30]=[C:29]([O:31][CH3:32])[CH:28]=[C:27]([O:33][CH3:34])[CH:26]=1, predict the reaction product. The product is: [CH3:34][O:33][C:27]1[CH:26]=[C:25]([CH:30]=[C:29]([O:31][CH3:32])[CH:28]=1)[CH2:24][N:15]1[C:16]([CH3:19])([CH3:20])[C:17](=[O:18])[N:13]([C:11]2[CH:10]=[N:9][N:8]([CH2:7][C:6]3[C:2]([CH3:1])=[N:3][O:4][C:5]=3[CH3:22])[CH:12]=2)[C:14]1=[O:21]. (2) Given the reactants [CH:1]1([C:7]2[C:15]3[C:10](=[N:11][C:12]([C:16]([O:18][CH3:19])=[O:17])=[CH:13][CH:14]=3)[NH:9][C:8]=2[Si](C)(C)C)[CH2:6][CH2:5][CH2:4][CH2:3][CH2:2]1.[H-].[Na+].Br[CH2:27][C:28]([O:30][C:31]([CH3:34])([CH3:33])[CH3:32])=[O:29], predict the reaction product. The product is: [C:31]([O:30][C:28](=[O:29])[CH2:27][N:9]1[C:10]2=[N:11][C:12]([C:16]([O:18][CH3:19])=[O:17])=[CH:13][CH:14]=[C:15]2[C:7]([CH:1]2[CH2:6][CH2:5][CH2:4][CH2:3][CH2:2]2)=[CH:8]1)([CH3:34])([CH3:33])[CH3:32]. (3) Given the reactants [Br:1][CH2:2][C:3]([CH3:9])([CH3:8])[C:4]([OH:7])([Br:6])[Br:5].[O:10]=[P:11](Cl)([Cl:13])[Cl:12].[Mg+2].[Cl-].[Cl-], predict the reaction product. The product is: [P:11]([Cl:13])([Cl:12])([O:7][C:4]([Br:6])([Br:5])[C:3]([CH3:9])([CH3:8])[CH2:2][Br:1])=[O:10]. (4) Given the reactants Cl.[N:2]1([CH2:8][CH2:9][CH2:10][O:11][C:12]2[CH:13]=[C:14]3[CH:20]=[C:19]([C:21]([OH:23])=O)[NH:18][C:15]3=[N:16][CH:17]=2)[CH2:7][CH2:6][CH2:5][CH2:4][CH2:3]1.[F:24][C:25]1[CH:32]=[CH:31][C:28]([CH2:29][NH2:30])=[CH:27][CH:26]=1, predict the reaction product. The product is: [F:24][C:25]1[CH:32]=[CH:31][C:28]([CH2:29][NH:30][C:21]([C:19]2[NH:18][C:15]3=[N:16][CH:17]=[C:12]([O:11][CH2:10][CH2:9][CH2:8][N:2]4[CH2:3][CH2:4][CH2:5][CH2:6][CH2:7]4)[CH:13]=[C:14]3[CH:20]=2)=[O:23])=[CH:27][CH:26]=1.